Dataset: Full USPTO retrosynthesis dataset with 1.9M reactions from patents (1976-2016). Task: Predict the reactants needed to synthesize the given product. (1) Given the product [NH2:28][CH:1]([C:4]1[CH:5]=[C:6]([Cl:21])[C:7]([CH3:20])=[C:8]([C:17]([NH2:19])=[O:18])[C:9]=1[C:10]1[CH:15]=[CH:14][CH:13]=[C:12]([F:16])[CH:11]=1)[CH3:2], predict the reactants needed to synthesize it. The reactants are: [C:1]([C:4]1[CH:5]=[C:6]([Cl:21])[C:7]([CH3:20])=[C:8]([C:17]([NH2:19])=[O:18])[C:9]=1[C:10]1[CH:15]=[CH:14][CH:13]=[C:12]([F:16])[CH:11]=1)(=O)[CH3:2].C([O-])(=O)C.[NH4+].C([BH3-])#[N:28].[Na+]. (2) Given the product [Br:1][C:2]1[CH:7]=[CH:6][C:5]([OH:8])=[CH:4][C:3]=1[CH:10]([CH3:12])[CH3:11], predict the reactants needed to synthesize it. The reactants are: [Br:1][C:2]1[CH:7]=[CH:6][C:5]([O:8]C)=[CH:4][C:3]=1[CH:10]([CH3:12])[CH3:11].B(Br)(Br)Br. (3) Given the product [CH:22]1[C:9]2[C:8](=[CH:7][C:6]3[CH:5]=[C:4]([NH2:1])[CH:25]=[CH:24][CH:23]=3)[C:34]3[CH:35]=[CH:36][CH:37]=[CH:38][C:33]=3[CH2:39][O:26][C:10]=2[CH:19]=[CH:20][CH:21]=1, predict the reactants needed to synthesize it. The reactants are: [N+:1]([C:4]1[CH:5]=[C:6]([CH:23]=[CH:24][CH:25]=1)[CH:7]=[C:8]1OC2C=CC=CC=2C[C:10]2[CH:19]=[CH:20][CH:21]=[CH:22][C:9]1=2)([O-])=O.[OH2:26].O.[Sn](Cl)(Cl)(Cl)Cl.[C:33]1([CH3:39])[CH:38]=[CH:37][CH:36]=[CH:35][CH:34]=1. (4) Given the product [CH3:23][NH:22][C:17]1[CH:16]=[C:15]([C:10]2[C:2]([CH3:1])=[C:3]3[C:7](=[CH:8][CH:9]=2)[NH:6][N:5]=[CH:4]3)[N:20]=[C:19]([NH2:21])[N:18]=1, predict the reactants needed to synthesize it. The reactants are: [CH3:1][C:2]1[C:10](B(O)O)=[CH:9][CH:8]=[C:7]2[C:3]=1[CH:4]=[N:5][NH:6]2.I[C:15]1[N:20]=[C:19]([NH2:21])[N:18]=[C:17]([NH:22][CH3:23])[CH:16]=1.